From a dataset of Forward reaction prediction with 1.9M reactions from USPTO patents (1976-2016). Predict the product of the given reaction. (1) Given the reactants [CH3:1][Li].[CH2:3]([NH:10][CH2:11][CH2:12][C:13]1[CH:27]=[CH:26][C:16]([O:17][C:18]2[CH:25]=[CH:24][C:21](C#N)=[CH:20][CH:19]=2)=[CH:15][CH:14]=1)[C:4]1[CH:9]=[CH:8][CH:7]=[CH:6][CH:5]=1.S(=O)(=O)(O)O.[C:33](=[O:36])(O)[O-].[Na+], predict the reaction product. The product is: [CH2:3]([NH:10][CH2:11][CH2:12][C:13]1[CH:14]=[CH:15][C:16]([O:17][C:18]2[CH:25]=[CH:24][C:21]([C:33](=[O:36])[CH3:1])=[CH:20][CH:19]=2)=[CH:26][CH:27]=1)[C:4]1[CH:5]=[CH:6][CH:7]=[CH:8][CH:9]=1. (2) Given the reactants [CH2:1]([C@@:4]1([CH3:25])[CH2:9][C@H:8]([C:10]2[CH:15]=[CH:14][CH:13]=[C:12]([Cl:16])[CH:11]=2)[C@@H:7]([C:17]2[CH:22]=[CH:21][C:20]([Cl:23])=[CH:19][CH:18]=2)[NH:6][C:5]1=[O:24])[CH:2]=[CH2:3].[CH3:26][N:27]1[CH:31]=[C:30](B2OC(C)(C)C(C)(C)O2)[CH:29]=[N:28]1.C[Si]([N-][Si](C)(C)C)(C)C.[Na+], predict the reaction product. The product is: [CH2:1]([C@@:4]1([CH3:25])[CH2:9][C@H:8]([C:10]2[CH:15]=[CH:14][CH:13]=[C:12]([Cl:16])[CH:11]=2)[C@@H:7]([C:17]2[CH:22]=[CH:21][C:20]([Cl:23])=[CH:19][CH:18]=2)[N:6]([C:30]2[CH:29]=[N:28][N:27]([CH3:26])[CH:31]=2)[C:5]1=[O:24])[CH:2]=[CH2:3]. (3) Given the reactants [CH3:1][NH:2][C:3]([C:5]1[CH:14]=[CH:13][C:12]2[C:7](=[CH:8][CH:9]=[CH:10][C:11]=2[N:15]=[CH:16][C:17]([OH:35])([C:31]([F:34])([F:33])[F:32])[CH2:18][C:19]([C:22]2[CH:27]=[C:26]([F:28])[CH:25]=[CH:24][C:23]=2[O:29][CH3:30])([CH3:21])[CH3:20])[N:6]=1)=[O:4].[BH4-].[Na+].[Cl-].[Na+].C(OCC)(=O)C, predict the reaction product. The product is: [CH3:1][NH:2][C:3]([C:5]1[CH:14]=[CH:13][C:12]2[C:7](=[CH:8][CH:9]=[CH:10][C:11]=2[NH:15][CH2:16][C:17]([OH:35])([C:31]([F:32])([F:33])[F:34])[CH2:18][C:19]([C:22]2[CH:27]=[C:26]([F:28])[CH:25]=[CH:24][C:23]=2[O:29][CH3:30])([CH3:21])[CH3:20])[N:6]=1)=[O:4]. (4) The product is: [CH2:1]([O:4][C:7]1[N:12]=[C:11]([N:13]([CH2:16][C:17]2[S:21][C:20]([Cl:22])=[N:19][CH:18]=2)[CH2:14][CH3:15])[C:10]([N+:23]([O-:25])=[O:24])=[CH:9][CH:8]=1)[C:2]#[CH:3]. Given the reactants [CH2:1]([OH:4])[C:2]#[CH:3].[Na].Cl[C:7]1[N:12]=[C:11]([N:13]([CH2:16][C:17]2[S:21][C:20]([Cl:22])=[N:19][CH:18]=2)[CH2:14][CH3:15])[C:10]([N+:23]([O-:25])=[O:24])=[CH:9][CH:8]=1, predict the reaction product. (5) Given the reactants [C:1]1([CH2:7][C:8]([NH:10][CH2:11][CH2:12][NH:13]C(=O)OC(C)(C)C)=[O:9])[CH:6]=[CH:5][CH:4]=[CH:3][CH:2]=1.[C:21]([OH:27])([C:23]([F:26])([F:25])[F:24])=[O:22].C(Cl)Cl, predict the reaction product. The product is: [F:24][C:23]([F:26])([F:25])[C:21]([O-:27])=[O:22].[C:1]1([CH2:7][C:8]([NH:10][CH2:11][CH2:12][NH3+:13])=[O:9])[CH:6]=[CH:5][CH:4]=[CH:3][CH:2]=1. (6) Given the reactants [F:1][C:2]1[C:3]([O:11][C:12]2[CH:17]=[CH:16][C:15]([CH3:18])=[CH:14][CH:13]=2)=[C:4]([CH:7]=[CH:8][C:9]=1[F:10])C=O.C1C=C(Cl)C=C(C(OO)=[O:27])C=1.C([O-])([O-])=O.[Na+].[Na+], predict the reaction product. The product is: [F:1][C:2]1[C:3]([O:11][C:12]2[CH:17]=[CH:16][C:15]([CH3:18])=[CH:14][CH:13]=2)=[C:4]([OH:27])[CH:7]=[CH:8][C:9]=1[F:10]. (7) Given the reactants [CH3:1][O:2][C:3]1[CH:4]=[C:5]2[C:10](=[CH:11][C:12]=1[O:13][CH3:14])[N:9]=[CH:8][CH:7]=[C:6]2[O:15][C:16]1[C:22]([CH3:23])=[CH:21][C:19]([NH2:20])=[C:18]([CH3:24])[CH:17]=1.C(N(CC)CC)C.ClC(Cl)(O[C:36](=[O:42])OC(Cl)(Cl)Cl)Cl.[CH3:44][N:45]([CH3:49])[CH2:46][CH2:47][NH2:48], predict the reaction product. The product is: [CH3:1][O:2][C:3]1[CH:4]=[C:5]2[C:10](=[CH:11][C:12]=1[O:13][CH3:14])[N:9]=[CH:8][CH:7]=[C:6]2[O:15][C:16]1[C:22]([CH3:23])=[CH:21][C:19]([NH:20][C:36]([NH:48][CH2:47][CH2:46][N:45]([CH3:49])[CH3:44])=[O:42])=[C:18]([CH3:24])[CH:17]=1.